This data is from Forward reaction prediction with 1.9M reactions from USPTO patents (1976-2016). The task is: Predict the product of the given reaction. (1) Given the reactants [CH:1]1([CH:7]2[CH:16]3[CH2:17][CH2:18][CH2:19][O:20][CH:15]3[C:14]3[CH:13]=[C:12]([C:21]([OH:23])=[O:22])[CH:11]=[CH:10][C:9]=3[NH:8]2)[CH2:6][CH2:5][CH2:4][CH2:3][CH2:2]1.C1(N)CC1.CCN(C(C)C)C(C)C.C(Cl)CCl, predict the reaction product. The product is: [CH:1]1([C@H:7]2[C@@H:16]3[CH2:17][CH2:18][CH2:19][O:20][C@@H:15]3[C:14]3[CH:13]=[C:12]([C:21]([OH:23])=[O:22])[CH:11]=[CH:10][C:9]=3[NH:8]2)[CH2:2][CH2:3][CH2:4][CH2:5][CH2:6]1. (2) Given the reactants Cl.[CH2:2]([NH:4][C:5]([NH:7][C:8]1[CH:13]=[CH:12][C:11]([C:14]2[N:15]=[C:16]([N:25]3[CH2:30][CH2:29][O:28][CH2:27][CH2:26]3)[C:17]3[CH2:23][CH2:22][NH:21][CH:20]([CH3:24])[C:18]=3[N:19]=2)=[CH:10][CH:9]=1)=[O:6])[CH3:3].Br[CH2:32][CH:33]1[O:37][CH2:36][CH2:35][O:34]1.[I-].[Na+], predict the reaction product. The product is: [O:34]1[CH2:35][CH2:36][O:37][CH:33]1[CH2:32][N:21]1[CH2:22][CH2:23][C:17]2[C:16]([N:25]3[CH2:26][CH2:27][O:28][CH2:29][CH2:30]3)=[N:15][C:14]([C:11]3[CH:10]=[CH:9][C:8]([NH:7][C:5]([NH:4][CH2:2][CH3:3])=[O:6])=[CH:13][CH:12]=3)=[N:19][C:18]=2[CH:20]1[CH3:24]. (3) Given the reactants Cl.[O:2]1[C:6]2=[CH:7][N:8]=[CH:9][CH:10]=[C:5]2[C:4](=[O:11])[CH2:3]1.N1C=CN=C1.[C:17]([Si:21](Cl)([C:28]1[CH:33]=[CH:32][CH:31]=[CH:30][CH:29]=1)[C:22]1[CH:27]=[CH:26][CH:25]=[CH:24][CH:23]=1)([CH3:20])([CH3:19])[CH3:18], predict the reaction product. The product is: [Si:21]([O:11][C:4]1[C:5]2[C:6](=[CH:7][N:8]=[CH:9][CH:10]=2)[O:2][CH:3]=1)([C:17]([CH3:20])([CH3:19])[CH3:18])([C:28]1[CH:29]=[CH:30][CH:31]=[CH:32][CH:33]=1)[C:22]1[CH:27]=[CH:26][CH:25]=[CH:24][CH:23]=1. (4) Given the reactants CO[C:3]1[CH:30]=[CH:29][C:6]([CH2:7][NH:8][CH2:9][CH2:10][NH:11][C:12]([C:14]2[S:15][CH:16]=[CH:17][C:18]=2[NH:19][C:20]2[CH:25]=[CH:24][N:23]=[C:22]3[NH:26][CH:27]=[CH:28][C:21]=23)=[O:13])=[CH:5][CH:4]=1.[CH3:31][O:32]C1C=CC=CC=1C=O, predict the reaction product. The product is: [CH3:31][O:32][C:29]1[CH:30]=[CH:3][CH:4]=[CH:5][C:6]=1[CH2:7][NH:8][CH2:9][CH2:10][NH:11][C:12]([C:14]1[S:15][CH:16]=[CH:17][C:18]=1[NH:19][C:20]1[CH:25]=[CH:24][N:23]=[C:22]2[NH:26][CH:27]=[CH:28][C:21]=12)=[O:13]. (5) Given the reactants C([O-])=O.[NH4+].C([N:12]1[CH2:17][CH2:16][C:15]2([C:25]3[C:20](=[CH:21][CH:22]=[CH:23][C:24]=3[CH2:26][NH:27][CH:28]([CH3:30])[CH3:29])[N:19]([C:31]3[C:32]4[C@H:39]([CH2:40][CH3:41])[CH2:38][CH2:37][C:33]=4[N:34]=[CH:35][N:36]=3)[CH2:18]2)[CH2:14][CH2:13]1)C1C=CC=CC=1, predict the reaction product. The product is: [CH2:40]([C@H:39]1[C:32]2[C:31]([N:19]3[C:20]4[C:25](=[C:24]([CH2:26][NH:27][CH:28]([CH3:29])[CH3:30])[CH:23]=[CH:22][CH:21]=4)[C:15]4([CH2:16][CH2:17][NH:12][CH2:13][CH2:14]4)[CH2:18]3)=[N:36][CH:35]=[N:34][C:33]=2[CH2:37][CH2:38]1)[CH3:41]. (6) Given the reactants Cl[CH:2]([O:4][C:5](=[O:32])[N:6]([C:29](=[O:31])[CH3:30])[CH2:7][C@@H:8]1[O:12][C:11](=[O:13])[N:10]([C:14]2[CH:19]=[CH:18][C:17]([CH:20]3[CH2:25][CH2:24][S:23](=[O:27])(=[O:26])[CH2:22][CH2:21]3)=[C:16]([F:28])[CH:15]=2)[CH2:9]1)[CH3:3].[C:33]([O-:41])(=[O:40])[C:34]1[CH:39]=[CH:38][N:37]=[CH:36][CH:35]=1.[Cs+].O, predict the reaction product. The product is: [C:29]([N:6]([CH2:7][C@@H:8]1[O:12][C:11](=[O:13])[N:10]([C:14]2[CH:19]=[CH:18][C:17]([CH:20]3[CH2:25][CH2:24][S:23](=[O:27])(=[O:26])[CH2:22][CH2:21]3)=[C:16]([F:28])[CH:15]=2)[CH2:9]1)[C:5]([O:4][CH:2]([O:41][C:33](=[O:40])[C:34]1[CH:39]=[CH:38][N:37]=[CH:36][CH:35]=1)[CH3:3])=[O:32])(=[O:31])[CH3:30]. (7) Given the reactants [NH:1]1[C:9]2[C:4](=[C:5]([C:10]3[CH:11]=[C:12]([NH2:28])[C:13]4[CH:14]=[N:15][N:16]([S:19]([C:22]5[CH:27]=[CH:26][CH:25]=[CH:24][CH:23]=5)(=[O:21])=[O:20])[C:17]=4[CH:18]=3)[CH:6]=[CH:7][CH:8]=2)[CH:3]=[CH:2]1.CCN(C(C)C)C(C)C.[Cl:38][CH2:39][C:40]1[S:41][CH:42]=[C:43]([C:45](Cl)=[O:46])[N:44]=1.O, predict the reaction product. The product is: [Cl:38][CH2:39][C:40]1[S:41][CH:42]=[C:43]([C:45]([NH:28][C:12]2[CH:11]=[C:10]([C:5]3[CH:6]=[CH:7][CH:8]=[C:9]4[C:4]=3[CH:3]=[CH:2][NH:1]4)[CH:18]=[C:17]3[C:13]=2[CH:14]=[N:15][N:16]3[S:19]([C:22]2[CH:27]=[CH:26][CH:25]=[CH:24][CH:23]=2)(=[O:21])=[O:20])=[O:46])[N:44]=1. (8) Given the reactants [NH:1]1[CH:5]=[CH:4][N:3]=[C:2]1[CH:6]=[O:7].CC(C)=O.C(=O)([O-])[O-].[K+].[K+].[CH2:18](Br)[C:19]1[CH:24]=[CH:23][CH:22]=[CH:21][CH:20]=1, predict the reaction product. The product is: [CH2:18]([N:1]1[CH:5]=[CH:4][N:3]=[C:2]1[CH:6]=[O:7])[C:19]1[CH:24]=[CH:23][CH:22]=[CH:21][CH:20]=1. (9) Given the reactants Cl.[N:2]1[N:3]=[CH:4][N:5]2[CH:10]=[CH:9][N:8]=[C:7]([N:11]3[CH2:15][CH2:14][C@H:13]([NH2:16])[CH2:12]3)[C:6]=12.[F:17][C:18]1[CH:23]=[CH:22][C:21]([N:24]2[CH:28]=[CH:27][C:26]([C:29](O)=[O:30])=[N:25]2)=[CH:20][CH:19]=1.C(N(CC)C(C)C)C.CN(C(ON1N=NC2C=CC=NC1=2)=[N+](C)C)C.F[P-](F)(F)(F)(F)F, predict the reaction product. The product is: [N:2]1[N:3]=[CH:4][N:5]2[CH:10]=[CH:9][N:8]=[C:7]([N:11]3[CH2:15][CH2:14][C@H:13]([NH:16][C:29]([C:26]4[CH:27]=[CH:28][N:24]([C:21]5[CH:22]=[CH:23][C:18]([F:17])=[CH:19][CH:20]=5)[N:25]=4)=[O:30])[CH2:12]3)[C:6]=12.